Dataset: Forward reaction prediction with 1.9M reactions from USPTO patents (1976-2016). Task: Predict the product of the given reaction. (1) Given the reactants [F:1][C:2]1[CH:15]=[CH:14][C:13]([CH3:16])=[CH:12][C:3]=1[NH:4][C:5]1[CH:10]=[CH:9][N:8]=[C:7]([Cl:11])[N:6]=1.[F:17][C:18]([F:24])([F:23])[CH2:19][CH2:20][CH2:21]Br.C(=O)([O-])[O-].[K+].[K+], predict the reaction product. The product is: [CH3:2][CH2:3][CH2:12][CH:13]([CH3:16])[CH3:14].[Cl:11][C:7]1[N:6]=[C:5]([N:4]([CH2:21][CH2:20][CH2:19][C:18]([F:24])([F:23])[F:17])[C:3]2[CH:12]=[C:13]([CH3:16])[CH:14]=[CH:15][C:2]=2[F:1])[CH:10]=[CH:9][N:8]=1. (2) Given the reactants [CH3:1][S:2]([C:5]1[CH:10]=[CH:9][C:8]([N:11]2[CH:16]=[CH:15][C:14]([O:17][CH:18]3[CH2:23][CH2:22][N:21]([C:24]([O:26]C(C)(C)C)=O)[CH2:20][CH2:19]3)=[CH:13][C:12]2=[O:31])=[CH:7][CH:6]=1)(=[O:4])=[O:3].[F:32][C:33]([F:37])([F:36])[CH2:34][OH:35].F[C:39](F)(F)[CH:40](O)C, predict the reaction product. The product is: [CH3:1][S:2]([C:5]1[CH:10]=[CH:9][C:8]([N:11]2[CH:16]=[CH:15][C:14]([O:17][CH:18]3[CH2:19][C@@H:20]4[N:21]([C:24]([O:35][CH2:34][C:33]([F:37])([F:36])[F:32])=[O:26])[C@H:22]([CH2:39][CH2:40]4)[CH2:23]3)=[CH:13][C:12]2=[O:31])=[CH:7][CH:6]=1)(=[O:3])=[O:4].